From a dataset of Forward reaction prediction with 1.9M reactions from USPTO patents (1976-2016). Predict the product of the given reaction. (1) Given the reactants [Cl:1][C:2]1[CH:7]=[CH:6][N:5]=[C:4]2[C:8]([C:11]([NH:13][C@H:14]3[CH2:19][CH2:18][CH2:17][CH2:16][C@@H:15]3[OH:20])=[O:12])=[CH:9][NH:10][C:3]=12.[CH3:21][C:22]1[CH:27]=[C:26]([CH2:28]Br)[CH:25]=[CH:24][N:23]=1.C(=O)([O-])[O-].[Cs+].[Cs+], predict the reaction product. The product is: [Cl:1][C:2]1[CH:7]=[CH:6][N:5]=[C:4]2[C:8]([C:11]([NH:13][C@H:14]3[CH2:19][CH2:18][CH2:17][CH2:16][C@@H:15]3[OH:20])=[O:12])=[CH:9][N:10]([CH2:28][C:26]3[CH:25]=[CH:24][N:23]=[C:22]([CH3:21])[CH:27]=3)[C:3]=12. (2) Given the reactants C[C:2]1[C:3](=[O:24])[N:4]([CH:21]([CH3:23])[CH3:22])[N:5]=[C:6]([C:8]2[CH:13]=[CH:12][C:11](=O)[NH:10][C:9]=2[C:15]2[CH:20]=[CH:19][CH:18]=[CH:17][CH:16]=2)[CH:7]=1.N(CC)(CC)CC.[ClH:32].O, predict the reaction product. The product is: [Cl:32][C:11]1[N:10]=[C:9]([C:15]2[CH:20]=[CH:19][CH:18]=[CH:17][CH:16]=2)[C:8]([C:6]2[CH:7]=[CH:2][C:3](=[O:24])[N:4]([CH:21]([CH3:23])[CH3:22])[N:5]=2)=[CH:13][CH:12]=1.